Dataset: NCI-60 drug combinations with 297,098 pairs across 59 cell lines. Task: Regression. Given two drug SMILES strings and cell line genomic features, predict the synergy score measuring deviation from expected non-interaction effect. (1) Drug 1: C1C(C(OC1N2C=NC3=C(N=C(N=C32)Cl)N)CO)O. Drug 2: COCCOC1=C(C=C2C(=C1)C(=NC=N2)NC3=CC=CC(=C3)C#C)OCCOC.Cl. Cell line: MDA-MB-435. Synergy scores: CSS=28.7, Synergy_ZIP=-7.20, Synergy_Bliss=-4.36, Synergy_Loewe=-11.4, Synergy_HSA=-6.40. (2) Drug 1: CC(C1=C(C=CC(=C1Cl)F)Cl)OC2=C(N=CC(=C2)C3=CN(N=C3)C4CCNCC4)N. Drug 2: CCCS(=O)(=O)NC1=C(C(=C(C=C1)F)C(=O)C2=CNC3=C2C=C(C=N3)C4=CC=C(C=C4)Cl)F. Cell line: SW-620. Synergy scores: CSS=2.40, Synergy_ZIP=3.07, Synergy_Bliss=-0.271, Synergy_Loewe=-18.4, Synergy_HSA=-9.89.